From a dataset of M1 muscarinic receptor antagonist screen with 61,756 compounds. Binary Classification. Given a drug SMILES string, predict its activity (active/inactive) in a high-throughput screening assay against a specified biological target. (1) The drug is O(c1c(cc(cc1)C)C(=O)C)C(=O)c1cccnc1. The result is 0 (inactive). (2) The molecule is Clc1c(CN(Cc2ccccc2)CCO)cccc1. The result is 0 (inactive). (3) The drug is O1C(CCC1)CNC(=O)COc1ccc(c2nn(c(=O)c3c2cccc3)C)cc1. The result is 0 (inactive).